Predict which catalyst facilitates the given reaction. From a dataset of Catalyst prediction with 721,799 reactions and 888 catalyst types from USPTO. (1) Product: [Br:1][C:2]1[C:3]([CH3:9])=[CH:4][C:5]([O:8][CH:11]([F:19])[F:10])=[N:6][CH:7]=1. The catalyst class is: 23. Reactant: [Br:1][C:2]1[C:3]([CH3:9])=[CH:4][C:5]([OH:8])=[N:6][CH:7]=1.[F:10][C:11]([F:19])(S(F)(=O)=O)C(O)=O.[O-]S([O-])(=O)=O.[Na+].[Na+]. (2) Reactant: C(N(C(C)C)CC)(C)C.CN(C(ON1N=NC2C=CC=CC1=2)=[N+](C)C)C.F[P-](F)(F)(F)(F)F.[CH2:34]([OH:38])[CH2:35][CH2:36][CH3:37].[CH3:39][N:40]([CH3:60])[CH:41]1[CH2:46][CH2:45][N:44]([C:47](=[O:59])[CH2:48][CH2:49][C:50]2[N:51]([CH2:55][C:56](O)=[O:57])[CH:52]=[CH:53][N:54]=2)[CH2:43][CH2:42]1. Product: [CH3:60][N:40]([CH3:39])[CH:41]1[CH2:46][CH2:45][N:44]([C:47](=[O:59])[CH2:48][CH2:49][C:50]2[N:51]([CH2:55][C:56]([O:38][CH2:34][CH2:35][CH2:36][CH3:37])=[O:57])[CH:52]=[CH:53][N:54]=2)[CH2:43][CH2:42]1. The catalyst class is: 22. (3) Reactant: [Cl:1][C:2]1[N:6]([CH3:7])[N:5]=[C:4]([CH:8]([F:10])[F:9])[C:3]=1[CH:11]=[O:12].[BH4-].[Na+].O. Product: [Cl:1][C:2]1[N:6]([CH3:7])[N:5]=[C:4]([CH:8]([F:9])[F:10])[C:3]=1[CH2:11][OH:12]. The catalyst class is: 5. (4) Reactant: [OH-].[Na+].[C:3]([NH:12][CH2:13][C:14]1[CH:15]=[C:16]([C:20]2[CH:25]=[CH:24][C:23]([CH:26]=[CH:27][C:28]([O:30]CC)=[O:29])=[CH:22][CH:21]=2)[CH:17]=[CH:18][CH:19]=1)(=[O:11])[CH2:4][CH2:5][CH2:6][CH2:7][CH2:8][CH2:9][CH3:10].O.C(O)(=O)C. Product: [C:3]([NH:12][CH2:13][C:14]1[CH:15]=[C:16]([C:20]2[CH:21]=[CH:22][C:23]([CH:26]=[CH:27][C:28]([OH:30])=[O:29])=[CH:24][CH:25]=2)[CH:17]=[CH:18][CH:19]=1)(=[O:11])[CH2:4][CH2:5][CH2:6][CH2:7][CH2:8][CH2:9][CH3:10]. The catalyst class is: 83. (5) Reactant: [Cl:1][C:2]1[CH:3]=[C:4]([CH:25]=[CH:26][C:27]=1[O:28][CH3:29])[CH2:5][NH:6][C:7]1[C:8]2[N:20]([CH3:21])[N:19]=[C:18]([CH2:22][CH2:23][CH3:24])[C:9]=2[N:10]=[C:11]([CH2:13][CH2:14][C:15](O)=[O:16])[N:12]=1.S(Cl)([Cl:32])=O. Product: [Cl:1][C:2]1[CH:3]=[C:4]([CH:25]=[CH:26][C:27]=1[O:28][CH3:29])[CH2:5][NH:6][C:7]1[C:8]2[N:20]([CH3:21])[N:19]=[C:18]([CH2:22][CH2:23][CH3:24])[C:9]=2[N:10]=[C:11]([CH2:13][CH2:14][C:15]([Cl:32])=[O:16])[N:12]=1. The catalyst class is: 4. (6) Reactant: [N-:1]=[N+:2]=[N-:3].[Na+].[CH2:5]([Sn:9](Cl)([CH2:14][CH2:15][CH2:16][CH3:17])[CH2:10][CH2:11][CH2:12][CH3:13])[CH2:6][CH2:7][CH3:8]. Product: [CH2:14]([Sn:9]([N:1]=[N+:2]=[N-:3])([CH2:5][CH2:6][CH2:7][CH3:8])[CH2:10][CH2:11][CH2:12][CH3:13])[CH2:15][CH2:16][CH3:17]. The catalyst class is: 6. (7) Reactant: CO[CH2:3][NH:4][CH2:5][CH2:6][C@@H:7]([C:9]1[S:10][CH:11]=[CH:12][CH:13]=1)[OH:8]. Product: [CH3:3][NH:4][CH2:5][CH2:6][C@@H:7]([C:9]1[S:10][CH:11]=[CH:12][CH:13]=1)[OH:8]. The catalyst class is: 94.